From a dataset of Reaction yield outcomes from USPTO patents with 853,638 reactions. Predict the reaction yield, written as a fraction of the theoretical maximum amount of product (1.0 means a 100% yield; for example, 0.34 means a 34% yield). (1) The reactants are Cl[C:2]([O:4][CH2:5][C:6]1[CH:11]=[CH:10][CH:9]=[CH:8][CH:7]=1)=[O:3].[Br:12][C:13]1[C:22]2[O:21][CH2:20][CH2:19][NH:18][C:17]=2[CH:16]=[C:15]([CH3:23])[CH:14]=1.N1C=CC=CC=1.Cl. The catalyst is ClCCl. The product is [CH2:5]([O:4][C:2]([N:18]1[C:17]2[CH:16]=[C:15]([CH3:23])[CH:14]=[C:13]([Br:12])[C:22]=2[O:21][CH2:20][CH2:19]1)=[O:3])[C:6]1[CH:11]=[CH:10][CH:9]=[CH:8][CH:7]=1. The yield is 0.960. (2) The reactants are [H-].[Al+3].[Li+].[H-].[H-].[H-].C([O:9][C:10]([C:12]1[CH:16]=[C:15]([C:17]2[CH:22]=[CH:21][CH:20]=[C:19]([Cl:23])[CH:18]=2)[O:14][N:13]=1)=O)C. The catalyst is C1COCC1. The product is [Cl:23][C:19]1[CH:18]=[C:17]([C:15]2[O:14][N:13]=[C:12]([CH2:10][OH:9])[CH:16]=2)[CH:22]=[CH:21][CH:20]=1. The yield is 0.750. (3) The reactants are [Cl:1][C:2]1[N:3]=[C:4]([N:12]2[CH2:17][CH2:16][O:15][CH2:14][CH2:13]2)[C:5]2[S:10][CH:9]=[C:8]([CH3:11])[C:6]=2[N:7]=1.ClC1N=C(N2CCOCC2)C2SC=CC=2N=1.C(OC(C1SC=C(C)C=1N)=O)C.[Li]CCCC.[I:51]I. The catalyst is C1COCC1. The product is [Cl:1][C:2]1[N:3]=[C:4]([N:12]2[CH2:13][CH2:14][O:15][CH2:16][CH2:17]2)[C:5]2[S:10][C:9]([I:51])=[C:8]([CH3:11])[C:6]=2[N:7]=1. The yield is 0.840. (4) The reactants are Cl[C:2]1[NH:3][C:4]([C:12]2[CH:17]=[CH:16][CH:15]=[CH:14][C:13]=2[F:18])=[CH:5][C:6]=1[C:7]([O:9][CH2:10][CH3:11])=[O:8]. The catalyst is C(O)C.[C].[Pd]. The product is [F:18][C:13]1[CH:14]=[CH:15][CH:16]=[CH:17][C:12]=1[C:4]1[NH:3][CH:2]=[C:6]([C:7]([O:9][CH2:10][CH3:11])=[O:8])[CH:5]=1. The yield is 0.180. (5) The reactants are [N+:1]([C:4]1[CH:10]=[C:9]([N+:11]([O-:13])=[O:12])[CH:8]=[CH:7][C:5]=1[NH2:6])([O-:3])=[O:2].[N:14](OS(=O)(=O)O)=O.S(=O)(=O)(O)O.[CH2:26]([CH:28]([CH2:47][CH2:48][CH2:49][CH3:50])[CH2:29][O:30][C:31]1[CH:37]=[CH:36][C:35]([O:38][CH2:39][CH:40]([CH2:45][CH3:46])[CH2:41][CH2:42][CH2:43][CH3:44])=[CH:34][C:32]=1[NH2:33])[CH3:27]. The catalyst is C(O)(=O)C.C(O)(=O)CC.S(=O)(=O)(O)N. The product is [N+:1]([C:4]1[CH:10]=[C:9]([N+:11]([O-:13])=[O:12])[CH:8]=[CH:7][C:5]=1[N:6]=[N:14][C:36]1[C:35]([O:38][CH2:39][CH:40]([CH2:45][CH3:46])[CH2:41][CH2:42][CH2:43][CH3:44])=[CH:34][C:32]([NH2:33])=[C:31]([O:30][CH2:29][CH:28]([CH2:26][CH3:27])[CH2:47][CH2:48][CH2:49][CH3:50])[CH:37]=1)([O-:3])=[O:2]. The yield is 0.390. (6) The reactants are [C:1]1([C:7]([N:9]=[C:10]=[S:11])=[O:8])[CH:6]=[CH:5][CH:4]=[CH:3][CH:2]=1.[CH3:12][O:13][C:14]1[CH:15]=[C:16]2[C:21](=[CH:22][C:23]=1[O:24][CH3:25])[N:20]=[CH:19][CH:18]=[C:17]2[O:26][C:27]1[CH:33]=[CH:32][C:30]([NH2:31])=[C:29]([CH3:34])[CH:28]=1.C1(C)C=CC=CC=1. The catalyst is C(O)C. The product is [C:7]([NH:9][C:10]([NH:31][C:30]1[CH:32]=[CH:33][C:27]([O:26][C:17]2[C:16]3[C:21](=[CH:22][C:23]([O:24][CH3:25])=[C:14]([O:13][CH3:12])[CH:15]=3)[N:20]=[CH:19][CH:18]=2)=[CH:28][C:29]=1[CH3:34])=[S:11])(=[O:8])[C:1]1[CH:6]=[CH:5][CH:4]=[CH:3][CH:2]=1. The yield is 0.580.